Task: Predict which catalyst facilitates the given reaction.. Dataset: Catalyst prediction with 721,799 reactions and 888 catalyst types from USPTO (1) Reactant: C(OC(=O)C)(=O)C.[CH:8]([OH:10])=O.[NH2:11][C:12]1[CH:17]=[CH:16][C:15]([C:18]#[C:19][C:20]2[N:21]([CH2:33][CH3:34])[C:22]3[C:27]([C:28]=2[C:29]#[N:30])=[CH:26][CH:25]=[C:24]([O:31][CH3:32])[CH:23]=3)=[CH:14][CH:13]=1.C(OC=O)(=O)C. Product: [C:29]([C:28]1[C:27]2[C:22](=[CH:23][C:24]([O:31][CH3:32])=[CH:25][CH:26]=2)[N:21]([CH2:33][CH3:34])[C:20]=1[C:19]#[C:18][C:15]1[CH:16]=[CH:17][C:12]([NH:11][CH:8]=[O:10])=[CH:13][CH:14]=1)#[N:30]. The catalyst class is: 1. (2) Reactant: B(Br)(Br)Br.C[O:6][C:7]1[CH:8]=[C:9]2[C:13](=[CH:14][CH:15]=1)[NH:12][N:11]=[CH:10]2.O. Product: [NH:12]1[C:13]2[C:9](=[CH:8][C:7]([OH:6])=[CH:15][CH:14]=2)[CH:10]=[N:11]1. The catalyst class is: 2. (3) Reactant: [O:1]=[C:2]1[C:11]2[C:6](=[N:7][C:8]([C:12]3[CH:17]=[CH:16][CH:15]=[C:14]([C:18]([F:21])([F:20])[F:19])[CH:13]=3)=[CH:9][CH:10]=2)[N:5](C(OC(C)(C)C)=O)[CH2:4][CH2:3]1. Product: [F:21][C:18]([F:19])([F:20])[C:14]1[CH:13]=[C:12]([C:8]2[N:7]=[C:6]3[C:11]([C:2](=[O:1])[CH2:3][CH2:4][NH:5]3)=[CH:10][CH:9]=2)[CH:17]=[CH:16][CH:15]=1. The catalyst class is: 209. (4) Reactant: Br[C:2]1[CH:3]=[C:4]2[C:9](=[CH:10][CH:11]=1)[N:8]([C:12]1[C:16]3[CH2:17][N:18]([C:21](=[O:23])[CH3:22])[CH2:19][CH2:20][C:15]=3[N:14]([C@H:24]3[CH2:28][CH2:27][O:26][CH2:25]3)[N:13]=1)[CH2:7][CH2:6][CH2:5]2.[F:29][C:30]1[CH:35]=[CH:34][C:33](B2OC(C)(C)C(C)(C)O2)=[CH:32][N:31]=1.C([O-])([O-])=O.[Na+].[Na+]. Product: [F:29][C:30]1[N:31]=[CH:32][C:33]([C:2]2[CH:3]=[C:4]3[C:9](=[CH:10][CH:11]=2)[N:8]([C:12]2[C:16]4[CH2:17][N:18]([C:21](=[O:23])[CH3:22])[CH2:19][CH2:20][C:15]=4[N:14]([C@H:24]4[CH2:28][CH2:27][O:26][CH2:25]4)[N:13]=2)[CH2:7][CH2:6][CH2:5]3)=[CH:34][CH:35]=1. The catalyst class is: 117. (5) Product: [Cl:1][C:2]1[CH:7]=[C:6]([CH3:8])[CH:5]=[CH:4][C:3]=1[NH:9][C:10](=[O:38])[CH2:11][C@@H:12]([C:24]1[C:28]2[CH2:29][CH2:30][CH2:31][CH:32]([CH2:33][CH2:34][CH:35]([CH3:36])[CH3:37])[C:27]=2[O:26][N:25]=1)[CH2:13][CH2:14][CH2:15][OH:16]. The catalyst class is: 22. Reactant: [Cl:1][C:2]1[CH:7]=[C:6]([CH3:8])[CH:5]=[CH:4][C:3]=1[NH:9][C:10](=[O:38])[CH2:11][C@@H:12]([C:24]1[C:28]2[CH2:29][CH2:30][CH2:31][CH:32]([CH2:33][CH2:34][CH:35]([CH3:37])[CH3:36])[C:27]=2[O:26][N:25]=1)[CH2:13][CH2:14][CH2:15][O:16]CC1C=CC=CC=1.ClCCl.B(Br)(Br)Br.C(=O)([O-])O.[Na+].